Task: Regression/Classification. Given an antibody's heavy chain and light chain sequences, predict its developability. TAP uses regression for 5 developability metrics; SAbDab uses binary classification.. Dataset: Antibody developability classification from SAbDab with 2,409 antibodies (1) The antibody is ['AVTLKESGPGILKPSQTLSLTCSFSGFSLSTSGMGVGWIRQPSGKGLEWLAHIWWDDDRSYNPSLKSQLTISKDAARNQVFLRITSVDTADTATYYCVRRAHTTVLGDWFAYWGQGTLVTVSA', '3eys_L']. Result: 0 (not developable). (2) The antibody is ['EVQLVESGGGLVQPGGSLRLSCAASGFTLRSYSMNWVRQAPGKGLEWVSYISRSSHTIFYADSVKGRFTISRDNAKNSLYLQMDSLRDEDTAMYYCARVYSSGWHVSDYFDYWGQGILVTVSS', 'AIQLTQSPSSLSASVGDRVTITCRASQGISSALAWYQQKPGKAPKLLIYDASSLESGVPSRFSGSGSGTDFTLTISSLQPEDFATYYCQQFNSYPLTFGGGTKVEIK']. Result: 1 (developable). (3) The antibody is ['EVQLVESGGGLVQPGGSLRLSCAASGFNVSYYSIHWVRQAPGKGLEWVASIYPYYGSTSYADSVKGRFTISADTSKNTAYLQMNSLRAEDTAVYYCARGYGWALDYWGQGTLVTVSS', 'DIQMTQSPSSLSASVGDRVTITCRASQSVSSAVAWYQQKPGKAPKLLIYSASSLYSGVPSRFSGSRSGTDFTLTISSLQPEDFATYYCQQDGWSLITFGQGTKVEIK']. Result: 0 (not developable). (4) The antibody is ['EVQLVESGPALVKPTQTLTLTCSFSGFSLSTSGMSVSWIRQPPGKALEWLALIDWDDDTYYITYSSSLKTRLTISKDTSKSQVVLTMTNMDPVDTATYYCARTLRVSGDYVRDFDLWGRGTLVTVSS', 'QPVLTQPPSASGTPGQRVTISCSGSSSNIGSNTVSWYQQVPGTAPKLLIYGNNERPSGVPDRFSGSKSATSASLAISGLQSEDEADYYCAAWDDSLNGFWVFGGGTKLTVL']. Result: 0 (not developable). (5) The antibody is ['EVQLVQSGAEVKKPGESLKISCKGSGYSFTSYWIGWVRQMPGKGLEWMGIIYPGDSDTRYSPSFQGQVTISADKSISTAYLQWSSLKASDTAMYYCARYDGIYGELDFWGQGTLVTVSS', 'DIVMTQSPDSLAVSLGERATINCKSSQSVLYSSNNKNYLAWYQQKPGQPPKLLIYWASTRESGVPDRFSGSGSGTDFTLTISSLQAEDVAVYYCQQYYSTPLTFGQGTKVEIK']. Result: 1 (developable). (6) The antibody is ['DVQLVESGGGLVQPGGSRKLSCAASGFTFRRFGMHWVRQSPEKGLEWVAYIGGGSSTIYYADTVKGRFTISRDNPKNTLFLQMTSLRSEDTAMYYCTRDETGSWFAYWGQGTLVTVSA', 'QIVLSQSPAIMSASPGEKVTMTCSASSSVRYMHWYQQKSGTSPKRWIYDTSKLASGVPTRFSGSGSGTSYSLPISSMEAEDGASYYCQQWNGYPPLTFGGGTKLEMK']. Result: 0 (not developable).